This data is from Full USPTO retrosynthesis dataset with 1.9M reactions from patents (1976-2016). The task is: Predict the reactants needed to synthesize the given product. (1) Given the product [Cl:29][C:10]1[C:11]([NH:13][C:14]2[CH:19]=[CH:18][C:17]([C:20]([F:23])([F:22])[F:21])=[CH:16][CH:15]=2)=[N:12][C:7]([N:6]2[C:5]3[CH:25]=[CH:26][CH:27]=[CH:28][C:4]=3[N:3]=[C:2]2[CH3:1])=[N:8][C:9]=1[NH2:24], predict the reactants needed to synthesize it. The reactants are: [CH3:1][C:2]1[N:6]([C:7]2[N:12]=[C:11]([NH:13][C:14]3[CH:19]=[CH:18][C:17]([C:20]([F:23])([F:22])[F:21])=[CH:16][CH:15]=3)[CH:10]=[C:9]([NH2:24])[N:8]=2)[C:5]2[CH:25]=[CH:26][CH:27]=[CH:28][C:4]=2[N:3]=1.[Cl:29]N1C(=O)CCC1=O.C([O-])(O)=O.[Na+]. (2) Given the product [Br:15][C:16]1[CH:17]=[C:18]([CH2:23][NH:6][C:5]2[CH:7]=[CH:8][C:9]([C:10]3[O:14][CH:13]=[N:12][CH:11]=3)=[C:3]([O:2][CH3:1])[CH:4]=2)[S:19][C:20]=1[CH2:21][CH3:22], predict the reactants needed to synthesize it. The reactants are: [CH3:1][O:2][C:3]1[CH:4]=[C:5]([CH:7]=[CH:8][C:9]=1[C:10]1[O:14][CH:13]=[N:12][CH:11]=1)[NH2:6].[Br:15][C:16]1[CH:17]=[C:18]([CH:23]=O)[S:19][C:20]=1[CH2:21][CH3:22]. (3) Given the product [CH3:1][O:2][C:3]1[CH:4]=[C:5]([CH:13]=[CH:14][C:15]=1[NH:16][C:17]1[N:18]=[C:19]([O:44][C:45]2([CH3:49])[CH2:48][CH2:47][CH2:46]2)[C:20]2[C:25]([C:26]3[CH:35]=[CH:34][C:29]4[N:30]=[C:31]([CH3:33])[O:32][C:28]=4[CH:27]=3)=[CH:24][NH:23][C:21]=2[N:22]=1)[C:6]([NH:8][CH:9]1[CH2:10][O:11][CH2:12]1)=[O:7], predict the reactants needed to synthesize it. The reactants are: [CH3:1][O:2][C:3]1[CH:4]=[C:5]([CH:13]=[CH:14][C:15]=1[NH:16][C:17]1[N:18]=[C:19]([O:44][C:45]2([CH3:49])[CH2:48][CH2:47][CH2:46]2)[C:20]2[C:25]([C:26]3[CH:35]=[CH:34][C:29]4[N:30]=[C:31]([CH3:33])[O:32][C:28]=4[CH:27]=3)=[CH:24][N:23](COCC[Si](C)(C)C)[C:21]=2[N:22]=1)[C:6]([NH:8][CH:9]1[CH2:12][O:11][CH2:10]1)=[O:7].[F-].C([N+](CCCC)(CCCC)CCCC)CCC. (4) Given the product [OH:26][CH2:25][CH2:27][NH:28][C:1](=[O:24])[CH2:2][CH2:3]/[CH:4]=[CH:5]\[CH2:6]/[CH:7]=[CH:8]\[CH2:9]/[CH:10]=[CH:11]\[CH2:12]/[CH:13]=[CH:14]\[CH2:15]/[CH:16]=[CH:17]\[CH2:18]/[CH:19]=[CH:20]\[CH2:21][CH3:22], predict the reactants needed to synthesize it. The reactants are: [C:1]([OH:24])(=O)[CH2:2][CH2:3]/[CH:4]=[CH:5]\[CH2:6]/[CH:7]=[CH:8]\[CH2:9]/[CH:10]=[CH:11]\[CH2:12]/[CH:13]=[CH:14]\[CH2:15]/[CH:16]=[CH:17]\[CH2:18]/[CH:19]=[CH:20]\[CH2:21][CH3:22].[CH2:25]([CH2:27][NH2:28])[OH:26].CN(C(ON1N=NC2C=CC=NC1=2)=[N+](C)C)C.F[P-](F)(F)(F)(F)F.CCN(C(C)C)C(C)C. (5) Given the product [CH3:1][O:2][C:3](=[O:22])[C:4]1[CH:13]=[C:12]([O:14][CH2:15][C:16]2[CH:21]=[CH:20][CH:19]=[CH:18][CH:17]=2)[CH:11]=[C:6]([C:7]([OH:9])=[O:8])[CH:5]=1, predict the reactants needed to synthesize it. The reactants are: [CH3:1][O:2][C:3](=[O:22])[C:4]1[CH:13]=[C:12]([O:14][CH2:15][C:16]2[CH:21]=[CH:20][CH:19]=[CH:18][CH:17]=2)[CH:11]=[C:6]([C:7]([O:9]C)=[O:8])[CH:5]=1.[OH-].[Na+].